This data is from Forward reaction prediction with 1.9M reactions from USPTO patents (1976-2016). The task is: Predict the product of the given reaction. Given the reactants C[O:2][C:3]([C:5]1[C:9]2[N:10]=[CH:11][N:12]([CH2:15][C:16]([C:18]3[CH:23]=[CH:22][CH:21]=[C:20]([O:24][CH3:25])[CH:19]=3)=[O:17])[C:13](=[O:14])[C:8]=2[N:7]([CH2:26][CH:27]=[C:28]([CH3:30])[CH3:29])[C:6]=1[N:31]1[CH2:36][CH2:35][CH2:34][C@@H:33]([NH:37][C:38]([O:40][C:41]([CH3:44])([CH3:43])[CH3:42])=[O:39])[CH2:32]1)=[O:4].[OH-].[Li+], predict the reaction product. The product is: [C:41]([O:40][C:38]([NH:37][C@@H:33]1[CH2:34][CH2:35][CH2:36][N:31]([C:6]2[N:7]([CH2:26][CH:27]=[C:28]([CH3:30])[CH3:29])[C:8]3[C:13](=[O:14])[N:12]([CH2:15][C:16]([C:18]4[CH:23]=[CH:22][CH:21]=[C:20]([O:24][CH3:25])[CH:19]=4)=[O:17])[CH:11]=[N:10][C:9]=3[C:5]=2[C:3]([OH:4])=[O:2])[CH2:32]1)=[O:39])([CH3:42])([CH3:43])[CH3:44].